Task: Predict the product of the given reaction.. Dataset: Forward reaction prediction with 1.9M reactions from USPTO patents (1976-2016) (1) Given the reactants [CH:1]1([CH2:4][N:5]2[C:13]3[C:8](=[CH:9][CH:10]=[C:11]([O:14][CH2:15][CH3:16])[CH:12]=3)[C:7]([F:17])=[C:6]2[C:18]2[CH:23]=[CH:22][C:21]([NH2:24])=[CH:20][CH:19]=2)[CH2:3][CH2:2]1.[CH:25]([O:28][C:29](Cl)=[O:30])([CH3:27])[CH3:26], predict the reaction product. The product is: [CH:25]([O:28][C:29](=[O:30])[NH:24][C:21]1[CH:20]=[CH:19][C:18]([C:6]2[N:5]([CH2:4][CH:1]3[CH2:3][CH2:2]3)[C:13]3[C:8]([C:7]=2[F:17])=[CH:9][CH:10]=[C:11]([O:14][CH2:15][CH3:16])[CH:12]=3)=[CH:23][CH:22]=1)([CH3:27])[CH3:26]. (2) Given the reactants C1(P(C2C=CC=CC=2)C2C3OC4C(=CC=CC=4P(C4C=CC=CC=4)C4C=CC=CC=4)C(C)(C)C=3C=CC=2)C=CC=CC=1.I[C:44]1[CH:49]=[CH:48][C:47]([C:50]([N:52]2[CH2:57][CH2:56][N:55]([CH3:58])[CH2:54][CH2:53]2)=[O:51])=[CH:46][CH:45]=1.[NH2:59][C:60]1[N:61]=[CH:62][C:63]2[C:69](=[O:70])[N:68]([C:71]3[CH:76]=[C:75]([N+:77]([O-:79])=[O:78])[CH:74]=[CH:73][C:72]=3[CH3:80])[CH2:67][CH2:66][C:64]=2[N:65]=1.C(=O)([O-])[O-].[Cs+].[Cs+], predict the reaction product. The product is: [CH3:80][C:72]1[CH:73]=[CH:74][C:75]([N+:77]([O-:79])=[O:78])=[CH:76][C:71]=1[N:68]1[CH2:67][CH2:66][C:64]2[N:65]=[C:60]([NH:59][C:44]3[CH:49]=[CH:48][C:47]([C:50]([N:52]4[CH2:57][CH2:56][N:55]([CH3:58])[CH2:54][CH2:53]4)=[O:51])=[CH:46][CH:45]=3)[N:61]=[CH:62][C:63]=2[C:69]1=[O:70].